The task is: Predict the reactants needed to synthesize the given product.. This data is from Full USPTO retrosynthesis dataset with 1.9M reactions from patents (1976-2016). Given the product [Br:1][C:2]1[CH:7]=[C:6]2[NH:8][CH2:9][C:10]3([CH2:13][S:12][CH2:11]3)[C:5]2=[CH:4][CH:3]=1, predict the reactants needed to synthesize it. The reactants are: [Br:1][C:2]1[CH:7]=[C:6]2[NH:8][C:9](=O)[C:10]3([CH2:13][S:12][CH2:11]3)[C:5]2=[CH:4][CH:3]=1.[H-].COCCO[Al+]OCCOC.[Na+].[H-].